This data is from Reaction yield outcomes from USPTO patents with 853,638 reactions. The task is: Predict the reaction yield, written as a fraction of the theoretical maximum amount of product (1.0 means a 100% yield; for example, 0.34 means a 34% yield). The reactants are [NH:1]1[C:9]2[C:4](=[N:5][CH:6]=[CH:7][CH:8]=2)[C:3]([NH2:10])=[CH:2]1.Cl[CH2:12][C:13](=[N:17][OH:18])[CH2:14][CH2:15]Cl. The catalyst is C(O)(C)(C)C. The product is [NH:1]1[C:9]2[C:4](=[N:5][CH:6]=[CH:7][CH:8]=2)[C:3]([N:10]2[CH2:15][CH2:14]/[C:13](=[N:17]/[OH:18])/[CH2:12]2)=[CH:2]1. The yield is 0.690.